The task is: Regression. Given a peptide amino acid sequence and an MHC pseudo amino acid sequence, predict their binding affinity value. This is MHC class I binding data.. This data is from Peptide-MHC class I binding affinity with 185,985 pairs from IEDB/IMGT. (1) The peptide sequence is PVIDRLPSET. The MHC is HLA-A02:01 with pseudo-sequence HLA-A02:01. The binding affinity (normalized) is 0. (2) The peptide sequence is QMLAKLRQGY. The MHC is Mamu-A11 with pseudo-sequence Mamu-A11. The binding affinity (normalized) is 0. (3) The peptide sequence is SPAIFQSSM. The MHC is HLA-A02:01 with pseudo-sequence HLA-A02:01. The binding affinity (normalized) is 0.